This data is from Rat liver microsome stability data. The task is: Regression/Classification. Given a drug SMILES string, predict its absorption, distribution, metabolism, or excretion properties. Task type varies by dataset: regression for continuous measurements (e.g., permeability, clearance, half-life) or binary classification for categorical outcomes (e.g., BBB penetration, CYP inhibition). Dataset: rlm. (1) The drug is Cc1sc(NC(=O)Cc2ccc3c(c2)OCO3)nc1-c1ccc2c(c1)CCN2C(=O)C1CCCCC1. The result is 1 (stable in rat liver microsomes). (2) The drug is Cc1cc(CN(C)C)ccc1C(=O)Cn1ncc(OCc2ccccc2)cc1=O. The result is 1 (stable in rat liver microsomes). (3) The compound is Oc1ccc2[nH]c(-c3ccc4c(Cl)cc(Cl)c(O)c4n3)cc2c1. The result is 0 (unstable in rat liver microsomes). (4) The result is 1 (stable in rat liver microsomes). The molecule is COc1ccc2c(N3CCC(C#N)(c4ccccc4)CC3)c(C(=O)N3CCN(S(C)(=O)=O)CC3)cnc2c1. (5) The drug is O=C1CCCC2=C1C(c1n[nH]cc1Cl)NC(Nc1nc3c(Br)cccc3o1)=N2. The result is 1 (stable in rat liver microsomes). (6) The result is 1 (stable in rat liver microsomes). The compound is CC(NCc1ccc2c(c1)nc(NC(=O)c1ccc(-c3cn[nH]c3)s1)n2CC(C)(C)O)C(C)(C)C. (7) The drug is CN1CCC(Oc2ccc(-c3[nH]nc4ccc(NC(=O)C(c5ccccn5)C5CCCC5)cc34)cc2)CC1. The result is 1 (stable in rat liver microsomes). (8) The drug is COc1cccc(CNCc2cccn2-c2nnc(N3CCN(c4ccccc4)CC3)s2)c1. The result is 1 (stable in rat liver microsomes).